Dataset: Forward reaction prediction with 1.9M reactions from USPTO patents (1976-2016). Task: Predict the product of the given reaction. (1) Given the reactants [F:1][C:2]1[CH:7]=[CH:6][C:5]([N:8]2[C:12]3=[N:13][C:14]4[CH2:15][CH2:16][CH2:17][C:18](=[CH2:21])[C:19]=4[CH:20]=[C:11]3[CH:10]=[N:9]2)=[CH:4][CH:3]=1.O.[OH:23]I(C1C=CC=CC=1)OS(C1C=CC(C)=CC=1)(=O)=O.FC1C=CC(N2C3=NC4CCCC(=C)C=4C=C3C(=O)N2)=CC=1, predict the reaction product. The product is: [F:1][C:2]1[CH:3]=[CH:4][C:5]([N:8]2[C:12]3[N:13]=[C:14]4[CH2:15][CH2:16][CH2:17][C:18](=[O:23])[CH2:21][C:19]4=[CH:20][C:11]=3[CH:10]=[N:9]2)=[CH:6][CH:7]=1. (2) The product is: [C:34]([NH:33][C@@H:24]([CH2:25][C:26]1[CH:31]=[CH:30][CH:29]=[CH:28][C:27]=1[CH3:32])[C:23]([NH:22][C@@H:17]([C:18]([CH3:21])([CH3:19])[CH3:20])[C:16]([NH:15][C@@H:10]([CH2:11][CH:12]([CH3:14])[CH3:13])[C:9]([OH:39])=[O:8])=[O:38])=[O:37])(=[O:36])[CH3:35]. Given the reactants C([O:8][C:9](=[O:39])[C@@H:10]([NH:15][C:16](=[O:38])[C@@H:17]([NH:22][C:23](=[O:37])[C@@H:24]([NH:33][C:34](=[O:36])[CH3:35])[CH2:25][C:26]1[CH:31]=[CH:30][CH:29]=[CH:28][C:27]=1[CH3:32])[C:18]([CH3:21])([CH3:20])[CH3:19])[CH2:11][CH:12]([CH3:14])[CH3:13])C1C=CC=CC=1, predict the reaction product. (3) Given the reactants [N+:1]([C:4]1[CH:5]=[N:6][NH:7][CH:8]=1)([O-:3])=[O:2].[C:9]1(B(O)O)[CH:14]=[CH:13][CH:12]=[CH:11][CH:10]=1.N1C=CC=CC=1, predict the reaction product. The product is: [N+:1]([C:4]1[CH:5]=[N:6][N:7]([C:9]2[CH:14]=[CH:13][CH:12]=[CH:11][CH:10]=2)[CH:8]=1)([O-:3])=[O:2]. (4) Given the reactants [N:1]1([C:7]2[N:12]=[C:11]([N:13]3[CH:18]4[CH2:19][CH2:20][CH:14]3[CH2:15][O:16][CH2:17]4)[N:10]=[C:9]([C:21]3[CH:27]=[CH:26][C:24]([NH2:25])=[CH:23][CH:22]=3)[N:8]=2)[CH2:6][CH2:5][O:4][CH2:3][CH2:2]1.ClC(Cl)(O[C:32](=[O:38])OC(Cl)(Cl)Cl)Cl.[CH2:40]([CH2:42][NH2:43])[OH:41], predict the reaction product. The product is: [OH:41][CH2:40][CH2:42][NH:43][C:32]([NH:25][C:24]1[CH:26]=[CH:27][C:21]([C:9]2[N:8]=[C:7]([N:1]3[CH2:2][CH2:3][O:4][CH2:5][CH2:6]3)[N:12]=[C:11]([N:13]3[CH:14]4[CH2:20][CH2:19][CH:18]3[CH2:17][O:16][CH2:15]4)[N:10]=2)=[CH:22][CH:23]=1)=[O:38]. (5) Given the reactants [O:1]1[CH2:6][CH:5]=[C:4]([C:7]2[CH:12]=[CH:11][C:10]([N:13]([CH3:24])[C:14]3[N:19]=[CH:18][C:17]4[N:20]=[CH:21][N:22]([CH3:23])[C:16]=4[CH:15]=3)=[C:9]([CH2:25][CH3:26])[CH:8]=2)[CH2:3][CH2:2]1, predict the reaction product. The product is: [CH2:25]([C:9]1[CH:8]=[C:7]([CH:4]2[CH2:5][CH2:6][O:1][CH2:2][CH2:3]2)[CH:12]=[CH:11][C:10]=1[N:13]([CH3:24])[C:14]1[N:19]=[CH:18][C:17]2[N:20]=[CH:21][N:22]([CH3:23])[C:16]=2[CH:15]=1)[CH3:26].